Dataset: CYP1A2 inhibition data for predicting drug metabolism from PubChem BioAssay. Task: Regression/Classification. Given a drug SMILES string, predict its absorption, distribution, metabolism, or excretion properties. Task type varies by dataset: regression for continuous measurements (e.g., permeability, clearance, half-life) or binary classification for categorical outcomes (e.g., BBB penetration, CYP inhibition). Dataset: cyp1a2_veith. (1) The drug is CC(C)c1ccc(/C=C2\C=C(c3ccc4ccccc4c3)OC2=O)cc1. The result is 0 (non-inhibitor). (2) The compound is FC(F)(F)c1cc(CN2CCCC3(CCNCC3)C2)cc(C(F)(F)F)c1. The result is 0 (non-inhibitor).